The task is: Predict the reaction yield, written as a fraction of the theoretical maximum amount of product (1.0 means a 100% yield; for example, 0.34 means a 34% yield).. This data is from Reaction yield outcomes from USPTO patents with 853,638 reactions. (1) The reactants are I[C:2]1[CH:15]=[CH:14][C:13]2[C:4](=[C:5]([C:22]3[CH:27]=[CH:26][CH:25]=[CH:24][CH:23]=3)[C:6]3[C:11]([C:12]=2[C:16]2[CH:21]=[CH:20][CH:19]=[CH:18][CH:17]=2)=[CH:10][CH:9]=[CH:8][CH:7]=3)[CH:3]=1.[CH:28]1[C:36]2[C:35]3[CH:37]=[CH:38][CH:39]=[CH:40][C:34]=3[S:33][C:32]=2[C:31]([C:41]2[CH:42]=[CH:43][C:44]3[NH:45][C:46]4[C:51]([C:52]=3[CH:53]=2)=[CH:50][CH:49]=[CH:48][CH:47]=4)=[CH:30][CH:29]=1.CC(C)([O-])C.[Na+].C(P(C(C)(C)C)C(C)(C)C)(C)(C)C. The catalyst is C1C=CC(/C=C/C(/C=C/C2C=CC=CC=2)=O)=CC=1.C1C=CC(/C=C/C(/C=C/C2C=CC=CC=2)=O)=CC=1.[Pd].CCCCCC.C1(C)C=CC=CC=1. The product is [CH:28]1[C:36]2[C:35]3[CH:37]=[CH:38][CH:39]=[CH:40][C:34]=3[S:33][C:32]=2[C:31]([C:41]2[CH:42]=[CH:43][C:44]3[N:45]([C:15]4[CH:2]=[CH:3][C:4]5[C:13](=[C:12]([C:16]6[CH:21]=[CH:20][CH:19]=[CH:18][CH:17]=6)[C:11]6[C:6]([C:5]=5[C:22]5[CH:23]=[CH:24][CH:25]=[CH:26][CH:27]=5)=[CH:7][CH:8]=[CH:9][CH:10]=6)[CH:14]=4)[C:46]4[C:51]([C:52]=3[CH:53]=2)=[CH:50][CH:49]=[CH:48][CH:47]=4)=[CH:30][CH:29]=1. The yield is 0.760. (2) The reactants are [Br:1][C:2]1[N:3]=[CH:4][NH:5][CH:6]=1.[C:7]1(B(O)O)[CH:12]=[CH:11][CH:10]=[CH:9][CH:8]=1.N1C=CC=CC=1. The catalyst is ClCCl. The product is [Br:1][C:2]1[N:3]=[CH:4][N:5]([C:7]2[CH:12]=[CH:11][CH:10]=[CH:9][CH:8]=2)[CH:6]=1. The yield is 0.260.